Task: Predict the product of the given reaction.. Dataset: Forward reaction prediction with 1.9M reactions from USPTO patents (1976-2016) (1) Given the reactants [CH3:1][CH2:2][C@H:3]1[O:18][C:16](=[O:17])[C@H:15]([CH3:19])[C@@H:14]([O:20][C@@H:21]2[O:26][C@@H:25]([CH3:27])[C@H:24]([OH:28])[C@@:23]([O:30][CH3:31])([CH3:29])[CH2:22]2)[C@H:13]([CH3:32])[C@@H:12]([O:33][C@@H:34]2[O:39][C@H:38]([CH3:40])[CH2:37][C@H:36]([N:41](C)[CH3:42])[C@H:35]2[OH:44])[C@@:11]([OH:46])([CH3:45])[CH2:10][C@@H:9]([CH3:47])[CH2:8][N:7]([CH3:48])[C@H:6]([CH3:49])[C@@H:5]([OH:50])[C@@:4]1([OH:52])[CH3:51].C([O-])(=O)C.[Na+].II.[OH-].[Na+].[NH4+].[OH-], predict the reaction product. The product is: [CH3:1][CH2:2][C@H:3]1[O:18][C:16](=[O:17])[C@H:15]([CH3:19])[C@@H:14]([O:20][C@@H:21]2[O:26][C@@H:25]([CH3:27])[C@H:24]([OH:28])[C@@:23]([O:30][CH3:31])([CH3:29])[CH2:22]2)[C@H:13]([CH3:32])[C@@H:12]([O:33][C@@H:34]2[O:39][C@H:38]([CH3:40])[CH2:37][C@H:36]([NH:41][CH3:42])[C@H:35]2[OH:44])[C@@:11]([OH:46])([CH3:45])[CH2:10][C@@H:9]([CH3:47])[CH2:8][N:7]([CH3:48])[C@H:6]([CH3:49])[C@@H:5]([OH:50])[C@@:4]1([OH:52])[CH3:51]. (2) The product is: [CH2:1]([N:8]1[C:12](/[CH:13]=[CH:21]/[C:22]2[CH:27]=[CH:26][N:25]=[C:24]([NH2:28])[N:23]=2)=[C:11]([C:15]2[CH:20]=[CH:19][CH:18]=[CH:17][CH:16]=2)[N:10]=[CH:9]1)[C:2]1[CH:7]=[CH:6][CH:5]=[CH:4][CH:3]=1. Given the reactants [CH2:1]([N:8]1[C:12]([CH:13]=O)=[C:11]([C:15]2[CH:20]=[CH:19][CH:18]=[CH:17][CH:16]=2)[N:10]=[CH:9]1)[C:2]1[CH:7]=[CH:6][CH:5]=[CH:4][CH:3]=1.[CH3:21][C:22]1[CH:27]=[CH:26][N:25]=[C:24]([NH2:28])[N:23]=1, predict the reaction product. (3) Given the reactants Br[C:2]1[CH:3]=[C:4]([NH:8][CH:9]([C:13]2[CH:17]=[CH:16][S:15][CH:14]=2)[C:10]([NH2:12])=[O:11])[CH:5]=[N:6][CH:7]=1.C([O-])([O-])=O.[K+].[K+].[Cl:24][C:25]1[CH:26]=[CH:27][C:28]([F:34])=[C:29](B(O)O)[CH:30]=1, predict the reaction product. The product is: [Cl:24][C:25]1[CH:30]=[CH:29][C:28]([F:34])=[C:27]([C:2]2[CH:3]=[C:4]([NH:8][CH:9]([C:13]3[CH:17]=[CH:16][S:15][CH:14]=3)[C:10]([NH2:12])=[O:11])[CH:5]=[N:6][CH:7]=2)[CH:26]=1. (4) Given the reactants [CH:1]([N:4]1[CH2:9][CH2:8][N:7]([C:10]([C:12]2[CH:13]=[C:14]3[C:18](=[CH:19][CH:20]=2)[NH:17][C:16]([C:21]([N:23]2[CH2:28][CH2:27][N:26]([C:29](=[O:33])[CH:30]([CH3:32])[CH3:31])[CH2:25][CH2:24]2)=[O:22])=[CH:15]3)=[O:11])[CH2:6][CH2:5]1)([CH3:3])[CH3:2].[Cl:34][C:35]1[CH:36]=[C:37](B(O)O)[CH:38]=[CH:39][CH:40]=1, predict the reaction product. The product is: [Cl:34][C:35]1[CH:40]=[C:39]([N:17]2[C:18]3[C:14](=[CH:13][C:12]([C:10]([N:7]4[CH2:8][CH2:9][N:4]([CH:1]([CH3:3])[CH3:2])[CH2:5][CH2:6]4)=[O:11])=[CH:20][CH:19]=3)[CH:15]=[C:16]2[C:21]([N:23]2[CH2:28][CH2:27][N:26]([C:29](=[O:33])[CH:30]([CH3:32])[CH3:31])[CH2:25][CH2:24]2)=[O:22])[CH:38]=[CH:37][CH:36]=1.